From a dataset of Reaction yield outcomes from USPTO patents with 853,638 reactions. Predict the reaction yield, written as a fraction of the theoretical maximum amount of product (1.0 means a 100% yield; for example, 0.34 means a 34% yield). (1) The reactants are [NH:1]1[CH2:6][CH2:5][CH:4]([CH2:7][O:8][C:9]2[C:10]([NH2:15])=[N:11][CH:12]=[N:13][CH:14]=2)[CH2:3][CH2:2]1.[C:16]12([NH:21][C:22]([C:24]3[CH:29]=[C:28](Cl)[N:27]=[C:26]([Cl:31])[N:25]=3)=[O:23])[CH2:20][CH:18]([CH2:19]1)[CH2:17]2.CCN(CC)CC.C(Cl)Cl.CO. The catalyst is CO.C(Cl)Cl.CCOC(C)=O. The product is [NH2:15][C:10]1[C:9]([O:8][CH2:7][CH:4]2[CH2:5][CH2:6][N:1]([C:28]3[N:27]=[C:26]([Cl:31])[N:25]=[C:24]([C:22]([NH:21][C:16]45[CH2:19][CH:18]([CH2:20]4)[CH2:17]5)=[O:23])[CH:29]=3)[CH2:2][CH2:3]2)=[CH:14][N:13]=[CH:12][N:11]=1. The yield is 0.820. (2) The reactants are [CH3:1][C:2]1[O:6][C:5]([C:7]2[CH:16]=[CH:15][C:10]([C:11]([O:13]C)=[O:12])=[CH:9][CH:8]=2)=[N:4][C:3]=1[CH2:17][S:18]([C:21]1[CH:26]=[CH:25][C:24]([CH2:27][CH2:28][CH2:29][N:30]2[CH2:35][CH2:34][O:33][CH2:32][CH2:31]2)=[CH:23][CH:22]=1)(=[O:20])=[O:19].[ClH:36]. No catalyst specified. The product is [ClH:36].[CH3:1][C:2]1[O:6][C:5]([C:7]2[CH:16]=[CH:15][C:10]([C:11]([OH:13])=[O:12])=[CH:9][CH:8]=2)=[N:4][C:3]=1[CH2:17][S:18]([C:21]1[CH:26]=[CH:25][C:24]([CH2:27][CH2:28][CH2:29][N:30]2[CH2:31][CH2:32][O:33][CH2:34][CH2:35]2)=[CH:23][CH:22]=1)(=[O:19])=[O:20]. The yield is 0.960. (3) The reactants are [CH2:1]1[O:5][C:4]2[CH:6]=[C:7]([OH:10])[CH:8]=[CH:9][C:3]=2[O:2]1.[OH-].C([N+](CCCC)(CCCC)CCCC)CCC.[F:29][C:30]1[CH:35]=[CH:34][C:33]([CH:36]2[CH2:41][CH2:40][N:39]([CH3:42])[CH2:38][CH:37]2[CH2:43]Cl)=[CH:32][CH:31]=1. The catalyst is C(O)(C)C.CO. The product is [CH3:42][N:39]1[CH2:38][C@@H:37]([CH2:43][O:10][C:7]2[CH:8]=[CH:9][C:3]3[O:2][CH2:1][O:5][C:4]=3[CH:6]=2)[C@H:36]([C:33]2[CH:32]=[CH:31][C:30]([F:29])=[CH:35][CH:34]=2)[CH2:41][CH2:40]1. The yield is 0.760. (4) The reactants are [Br:1][C:2]1[CH:7]=[CH:6][C:5]([O:8]C)=[C:4]([C:10]([CH3:14])([CH3:13])[CH2:11]Cl)[CH:3]=1.Cl.N1C=CC=CC=1.N1C2C(=CC=CC=2)C=CC=1. No catalyst specified. The product is [Br:1][C:2]1[CH:7]=[CH:6][C:5]2[O:8][CH2:14][C:10]([CH3:11])([CH3:13])[C:4]=2[CH:3]=1. The yield is 0.980. (5) The reactants are [CH2:37]([O:36][C:34]([CH:31]1[CH2:30][CH2:29][N:28]([C:26]([C@@H:24]2[CH2:25][C@@H:21]([S:20][S:20][C@@H:21]3[CH2:25][C@@H:24]([C:26]([N:28]4[CH2:33][CH2:32][CH:31]([C:34]([O:36][CH2:37][CH3:38])=[O:35])[CH2:30][CH2:29]4)=[O:27])[NH:23][CH2:22]3)[CH2:22][NH:23]2)=[O:27])[CH2:33][CH2:32]1)=[O:35])[CH3:38].[C:39]1([N:45]=[C:46]=[O:47])[CH:44]=[CH:43][CH:42]=[CH:41][CH:40]=1.CN1CCOCC1. The catalyst is C1(C)C=CC=CC=1. The product is [CH2:37]([O:36][C:34]([CH:31]1[CH2:30][CH2:29][N:28]([C:26]([C@@H:24]2[CH2:25][C@H:21]([SH:20])[CH2:22][N:23]2[C:46](=[O:47])[NH:45][C:39]2[CH:44]=[CH:43][CH:42]=[CH:41][CH:40]=2)=[O:27])[CH2:33][CH2:32]1)=[O:35])[CH3:38]. The yield is 0.770. (6) The reactants are [Cl:1][C:2]1[CH:14]=[CH:13][C:5]([O:6][C:7]([CH3:12])([CH3:11])[C:8]([OH:10])=O)=[CH:4][CH:3]=1.CN([P+](ON1N=NC2C=CC=CC1=2)(N(C)C)N(C)C)C.F[P-](F)(F)(F)(F)F.[C@]12(CS(O)(=O)=O)C(C)(C)C(CC1)CC2=O.[NH:57]1[CH2:61][CH2:60][C@@:59]2([C:65]3[CH:66]=[CH:67][CH:68]=[CH:69][C:64]=3[C:63](=[O:70])[O:62]2)[CH2:58]1.C(N(CC)C(C)C)(C)C.C(=O)(O)[O-].[Na+]. The catalyst is CN(C=O)C. The product is [Cl:1][C:2]1[CH:3]=[CH:4][C:5]([O:6][C:7]([CH3:12])([CH3:11])[C:8]([N:57]2[CH2:61][CH2:60][C@@:59]3([C:65]4[CH:66]=[CH:67][CH:68]=[CH:69][C:64]=4[C:63](=[O:70])[O:62]3)[CH2:58]2)=[O:10])=[CH:13][CH:14]=1. The yield is 0.940.